From a dataset of Forward reaction prediction with 1.9M reactions from USPTO patents (1976-2016). Predict the product of the given reaction. Given the reactants C(OC(N1C[C@@H](C)N2[C@H](CC3C2=NC(C(F)F)=C(CO)C=3)C1)=O)(C)(C)C.[C:27]([O:31][C:32]([N:34]1[CH2:46][C@@H:45]([CH3:47])[N:44]2[C@H:36]([CH2:37][C:38]3[C:43]2=[N:42][C:41]([C@H:48]([O:50][CH3:51])[CH3:49])=[C:40]([CH:52]=[O:53])[CH:39]=3)[CH2:35]1)=[O:33])([CH3:30])([CH3:29])[CH3:28].[BH4-].[Na+], predict the reaction product. The product is: [C:27]([O:31][C:32]([N:34]1[CH2:46][C@@H:45]([CH3:47])[N:44]2[C@H:36]([CH2:37][C:38]3[C:43]2=[N:42][C:41]([C@H:48]([O:50][CH3:51])[CH3:49])=[C:40]([CH2:52][OH:53])[CH:39]=3)[CH2:35]1)=[O:33])([CH3:30])([CH3:29])[CH3:28].